From a dataset of Drug-induced liver injury (DILI) classification data. Regression/Classification. Given a drug SMILES string, predict its toxicity properties. Task type varies by dataset: regression for continuous values (e.g., LD50, hERG inhibition percentage) or binary classification for toxic/non-toxic outcomes (e.g., AMES mutagenicity, cardiotoxicity, hepatotoxicity). Dataset: dili. (1) The molecule is C[NH+](C)CCOC(c1ccccc1)c1ccccc1.Cn1c2nc(Cl)nc-2c([O-])n(C)c1=O. The result is 0 (no liver injury). (2) The molecule is O=C(c1ccccc1)c1ccc2n1CCC2C(=O)O. The result is 1 (causes liver injury). (3) The drug is NNCCc1ccccc1. The result is 0 (no liver injury). (4) The drug is CC(=CCC1=C(C)C(=O)c2ccccc2C1=O)CCCC(C)CCCC(C)CCCC(C)C. The result is 0 (no liver injury). (5) The compound is CCCCCCCCC=CCCCCCCCC(=O)O.NCCO. The result is 0 (no liver injury). (6) The compound is CC(C)NCC(O)c1cc(O)cc(O)c1. The result is 0 (no liver injury).